From a dataset of Reaction yield outcomes from USPTO patents with 853,638 reactions. Predict the reaction yield, written as a fraction of the theoretical maximum amount of product (1.0 means a 100% yield; for example, 0.34 means a 34% yield). (1) The yield is 0.480. The product is [O:1]1[C:5]2[CH:6]=[CH:7][CH:8]=[C:9]([C:10](=[O:12])[CH2:11][Br:13])[C:4]=2[O:3][CH2:2]1. The reactants are [O:1]1[C:5]2[CH:6]=[CH:7][CH:8]=[C:9]([C:10](=[O:12])[CH3:11])[C:4]=2[O:3][CH2:2]1.[Br:13]CC(C1C=C(Cl)C=CC=1Cl)=O. No catalyst specified. (2) The reactants are [F:1][C:2]([F:28])([F:27])[C:3]1[CH:22]=[C:21]([C:23]([F:26])([F:25])[F:24])[CH:20]=[CH:19][C:4]=1[CH2:5][O:6][C:7]1[CH:14]=[CH:13][C:10]([CH:11]=O)=[CH:9][C:8]=1[O:15][CH2:16][CH2:17][CH3:18].[CH3:29][NH:30][C:31]1[CH2:35][S:34][C:33](=[O:36])[N:32]=1.CC(C)([O-])C.[K+].O. The catalyst is C(O)C. The product is [F:1][C:2]([F:27])([F:28])[C:3]1[CH:22]=[C:21]([C:23]([F:26])([F:25])[F:24])[CH:20]=[CH:19][C:4]=1[CH2:5][O:6][C:7]1[CH:14]=[CH:13][C:10](/[CH:11]=[C:35]2/[C:31]([NH:30][CH3:29])=[N:32][C:33](=[O:36])[S:34]/2)=[CH:9][C:8]=1[O:15][CH2:16][CH2:17][CH3:18]. The yield is 0.150.